This data is from Forward reaction prediction with 1.9M reactions from USPTO patents (1976-2016). The task is: Predict the product of the given reaction. (1) Given the reactants [C:1]([N:8]1[CH:12]=[CH:11]N=C1)([N:3]1C=CN=C1)=[O:2].[F:13][C:14]([F:32])([F:31])[C:15]1[CH:16]=[C:17]([S:21]([N:24]2[CH2:28][CH2:27][C@H:26]([O:29]N)[CH2:25]2)(=[O:23])=[O:22])[CH:18]=[CH:19][CH:20]=1.[CH2:33](N(CC)CC)C.C(N)CC, predict the reaction product. The product is: [CH2:12]([NH:8][C:1]([NH:3][O:29][C@H:26]1[CH2:27][CH2:28][N:24]([S:21]([C:17]2[CH:18]=[CH:19][CH:20]=[C:15]([C:14]([F:32])([F:31])[F:13])[CH:16]=2)(=[O:23])=[O:22])[CH2:25]1)=[O:2])[CH2:11][CH3:33]. (2) The product is: [O:2]=[C:3]1[CH2:6][C:5]([C:7]([O:9][CH:10]([CH3:12])[CH3:11])=[O:8])([C:13]([O:15][CH:16]([CH3:17])[CH3:18])=[O:14])[CH2:4]1. Given the reactants C[O:2][C:3]1(OC)[CH2:6][C:5]([C:13]([O:15][CH:16]([CH3:18])[CH3:17])=[O:14])([C:7]([O:9][CH:10]([CH3:12])[CH3:11])=[O:8])[CH2:4]1.C(=O)(O)[O-].[Na+], predict the reaction product. (3) The product is: [CH2:1]([O:3][C:4]([C@H:6]1[CH2:10][CH2:9][CH2:8][N:7]1[C:11](=[O:20])[CH2:12][C:13]1[CH:18]=[CH:17][CH:16]=[C:15]([O:19][CH2:28][C:29]2[N:30]=[C:31]([C:35]3[CH:40]=[CH:39][CH:38]=[CH:37][CH:36]=3)[O:32][C:33]=2[CH3:34])[CH:14]=1)=[O:5])[CH3:2]. Given the reactants [CH2:1]([O:3][C:4]([C@H:6]1[CH2:10][CH2:9][CH2:8][N:7]1[C:11](=[O:20])[CH2:12][C:13]1[CH:18]=[CH:17][CH:16]=[C:15]([OH:19])[CH:14]=1)=[O:5])[CH3:2].C(=O)([O-])[O-].[K+].[K+].Cl[CH2:28][C:29]1[N:30]=[C:31]([C:35]2[CH:40]=[CH:39][CH:38]=[CH:37][CH:36]=2)[O:32][C:33]=1[CH3:34], predict the reaction product. (4) Given the reactants [Cl:1][C:2]1[CH:7]=[CH:6][C:5]([C:8]([F:11])([F:10])[F:9])=[CH:4][C:3]=1[N:12](S(C1C=CC(C)=CC=1)(=O)=O)[CH2:13][C:14]([NH:16][CH2:17][C:18]1[CH:23]=[CH:22][N:21]=[CH:20][CH:19]=1)=[O:15].[F:34][C:35]([F:47])([F:46])[C:36]1[CH:41]=[CH:40][C:39]([S:42](Cl)(=[O:44])=[O:43])=[CH:38][CH:37]=1.CC1C=CC(S(Cl)(=O)=O)=CC=1, predict the reaction product. The product is: [Cl:1][C:2]1[CH:7]=[CH:6][C:5]([C:8]([F:11])([F:10])[F:9])=[CH:4][C:3]=1[N:12]([CH2:13][C:14]([NH:16][CH2:17][C:18]1[CH:23]=[CH:22][N:21]=[CH:20][CH:19]=1)=[O:15])[S:42]([C:39]1[CH:40]=[CH:41][C:36]([C:35]([F:47])([F:46])[F:34])=[CH:37][CH:38]=1)(=[O:44])=[O:43]. (5) Given the reactants [NH2:1][C:2]1[CH:3]=[CH:4][C:5]([O:12][CH:13]([C:24]2[CH:29]=[CH:28][C:27]([Cl:30])=[CH:26][CH:25]=2)[C:14]2[CH:19]=[CH:18][C:17]([C:20]([F:23])([F:22])[F:21])=[CH:16][CH:15]=2)=[C:6]([CH:11]=1)[C:7]([O:9][CH3:10])=[O:8].[CH3:31][O:32][C:33]1[CH:34]=[C:35]([N:41]=[C:42]=[O:43])[CH:36]=[CH:37][C:38]=1[O:39][CH3:40], predict the reaction product. The product is: [Cl:30][C:27]1[CH:26]=[CH:25][C:24]([CH:13]([C:14]2[CH:19]=[CH:18][C:17]([C:20]([F:21])([F:22])[F:23])=[CH:16][CH:15]=2)[O:12][C:5]2[CH:4]=[CH:3][C:2]([NH:1][C:42]([NH:41][C:35]3[CH:36]=[CH:37][C:38]([O:39][CH3:40])=[C:33]([O:32][CH3:31])[CH:34]=3)=[O:43])=[CH:11][C:6]=2[C:7]([O:9][CH3:10])=[O:8])=[CH:29][CH:28]=1. (6) Given the reactants [CH3:1][O:2][C:3]1[CH:8]=[CH:7][C:6]([CH2:9][CH2:10][CH:11]2[NH:20][CH2:19][CH2:18][C:17]3[N:16]=[CH:15][CH:14]=[CH:13][C:12]2=3)=[CH:5][CH:4]=1.Br[CH:22]([C:27]1[CH:32]=[CH:31][CH:30]=[CH:29][CH:28]=1)[C:23]([NH:25][CH3:26])=[O:24].C(N(C(C)C)C(C)C)C.[I-].[Na+], predict the reaction product. The product is: [CH3:1][O:2][C:3]1[CH:8]=[CH:7][C:6]([CH2:9][CH2:10][CH:11]2[N:20]([CH:22]([C:27]3[CH:32]=[CH:31][CH:30]=[CH:29][CH:28]=3)[C:23]([NH:25][CH3:26])=[O:24])[CH2:19][CH2:18][C:17]3[N:16]=[CH:15][CH:14]=[CH:13][C:12]2=3)=[CH:5][CH:4]=1. (7) Given the reactants [CH2:1]([C:5]1[CH:10]=[CH:9][C:8]([CH2:11][CH:12]=[CH:13][O:14]C)=[CH:7][CH:6]=1)[CH:2]([CH3:4])[CH3:3].C(C1C=CC(C=O)=CC=1)C(C)C, predict the reaction product. The product is: [CH2:1]([C:5]1[CH:6]=[CH:7][C:8]([CH2:11][CH2:12][CH:13]=[O:14])=[CH:9][CH:10]=1)[CH:2]([CH3:4])[CH3:3].